This data is from Catalyst prediction with 721,799 reactions and 888 catalyst types from USPTO. The task is: Predict which catalyst facilitates the given reaction. Reactant: [CH2:1]([NH:8][S:9]([C:12]1[CH:16]=[C:15]([C:17]([C:19]2[C:20](Cl)=[N:21][CH:22]=[CH:23][CH:24]=2)=O)[NH:14][CH:13]=1)(=[O:11])=[O:10])[C:2]1[CH:7]=[CH:6][CH:5]=[CH:4][CH:3]=1.O.[NH2:27][NH2:28]. Product: [CH2:1]([NH:8][S:9]([C:12]1[CH:16]=[C:15]([C:17]2[C:19]3[C:20](=[N:21][CH:22]=[CH:23][CH:24]=3)[NH:28][N:27]=2)[NH:14][CH:13]=1)(=[O:11])=[O:10])[C:2]1[CH:7]=[CH:6][CH:5]=[CH:4][CH:3]=1. The catalyst class is: 8.